Dataset: Full USPTO retrosynthesis dataset with 1.9M reactions from patents (1976-2016). Task: Predict the reactants needed to synthesize the given product. Given the product [Br:1][C:2]1[C:15]2[N:14]3[C:18]([CH2:21][CH2:22][Cl:23])=[CH:19][N:16]=[C:13]3[C:12]3[CH:11]=[CH:10][CH:9]=[CH:8][C:7]=3[C:6]=2[CH:5]=[CH:4][CH:3]=1, predict the reactants needed to synthesize it. The reactants are: [Br:1][C:2]1[C:15]2[C:6](=[C:7]3[C:12](=[C:13]([NH2:16])[N:14]=2)[CH:11]=[CH:10][CH:9]=[CH:8]3)[CH:5]=[CH:4][CH:3]=1.Br[CH:18]([CH2:21][CH2:22][Cl:23])[CH:19]=O.C(=O)(O)[O-].[Na+].C(Cl)(=O)C.